Dataset: Forward reaction prediction with 1.9M reactions from USPTO patents (1976-2016). Task: Predict the product of the given reaction. (1) Given the reactants Cl[C:2]1[NH:3][C:4](=[O:15])[C:5]2[C:10]([CH:11]=1)=[C:9]([N+:12]([O-:14])=[O:13])[CH:8]=[CH:7][CH:6]=2.[CH3:16][N:17]([CH3:24])[CH:18]1[CH2:23][CH2:22][NH:21][CH2:20][CH2:19]1, predict the reaction product. The product is: [CH3:16][N:17]([CH3:24])[CH:18]1[CH2:23][CH2:22][N:21]([C:2]2[NH:3][C:4](=[O:15])[C:5]3[C:10]([CH:11]=2)=[C:9]([N+:12]([O-:14])=[O:13])[CH:8]=[CH:7][CH:6]=3)[CH2:20][CH2:19]1. (2) Given the reactants [F:1][C:2]([F:21])([F:20])[C:3]1[CH:19]=[CH:18][C:6]([CH2:7][C:8]2[CH:9]=[C:10]([CH:15]=[CH:16][N:17]=2)[C:11]([O:13][CH3:14])=[O:12])=[CH:5][CH:4]=1, predict the reaction product. The product is: [F:21][C:2]([F:1])([F:20])[C:3]1[CH:4]=[CH:5][C:6]([CH2:7][CH:8]2[CH2:9][CH:10]([C:11]([O:13][CH3:14])=[O:12])[CH2:15][CH2:16][NH:17]2)=[CH:18][CH:19]=1. (3) Given the reactants C(N(CC)CC)C.I[C:9]1[CH:18]=[CH:17][C:16]2[NH:15][C:14](=[O:19])[C:13]3[NH:20][CH:21]=[CH:22][C:12]=3[C:11]=2[CH:10]=1.[CH2:23]([C:25]([O-:27])=[O:26])[CH3:24].[CH3:28][C:29]([OH:33])([C:31]#[CH:32])[CH3:30], predict the reaction product. The product is: [OH:33][C:29]([CH3:30])([CH3:28])[C:31]#[C:32][C:9]1[CH:18]=[CH:17][C:16]2[NH:15][C:14](=[O:19])[C:13]3[NH:20][CH:21]=[CH:22][C:12]=3[C:11]=2[CH:10]=1.[CH2:23]([C:25]([O-:27])=[O:26])[CH3:24]. (4) Given the reactants [C:1]([O:5][C:6]([CH:8]1[CH2:13][CH2:12][N:11]([C:14]2[C:22]([C:23]#[N:24])=[CH:21][C:17]([C:18](O)=[O:19])=[C:16]([CH2:25][N:26]3[CH2:31][CH2:30][CH2:29][CH2:28][C:27]3=[O:32])[N:15]=2)[CH2:10][CH2:9]1)=[O:7])([CH3:4])([CH3:3])[CH3:2].C(Cl)(=O)C(Cl)=O.[CH2:39]([Mg]Cl)[CH2:40][CH3:41].O, predict the reaction product. The product is: [C:18]([C:17]1[CH:21]=[C:22]([C:23]#[N:24])[C:14]([N:11]2[CH2:12][CH2:13][CH:8]([C:6]([O:5][C:1]([CH3:3])([CH3:4])[CH3:2])=[O:7])[CH2:9][CH2:10]2)=[N:15][C:16]=1[CH2:25][N:26]1[CH2:31][CH2:30][CH2:29][CH2:28][C:27]1=[O:32])(=[O:19])[CH2:39][CH2:40][CH3:41]. (5) Given the reactants [C:1]([O:5][C:6]([C:8]1([CH2:14][N:15]2[CH2:20][CH2:19][C:18](=O)[CH2:17][CH2:16]2)[CH2:13][CH2:12][O:11][CH2:10][CH2:9]1)=[O:7])([CH3:4])([CH3:3])[CH3:2].C1(C)C=CC(S([CH2:31][N+:32]#[C-])(=O)=O)=CC=1.C(O)C.CC(C)([O-])C.[K+].C([O-])(O)=O.[Na+], predict the reaction product. The product is: [C:31]([CH:18]1[CH2:17][CH2:16][N:15]([CH2:14][C:8]2([C:6]([O:5][C:1]([CH3:2])([CH3:4])[CH3:3])=[O:7])[CH2:13][CH2:12][O:11][CH2:10][CH2:9]2)[CH2:20][CH2:19]1)#[N:32]. (6) Given the reactants [C:1]([OH:20])(=[O:19])[CH2:2][CH2:3][CH2:4][CH2:5][CH2:6][CH2:7][CH2:8][CH2:9][CH2:10][CH2:11][CH2:12][CH2:13][CH2:14][CH2:15][CH2:16][CH2:17][CH3:18].C(O[C:25](=[O:27])[CH3:26])(=O)C, predict the reaction product. The product is: [C:1]([O:20][C:25](=[O:27])[CH2:26][CH2:16][CH2:15][CH2:14][CH2:13][CH2:12][CH2:11][CH2:10][CH2:9][CH2:8][CH2:7][CH2:6][CH2:5][CH2:4][CH2:3][CH2:2][CH3:1])(=[O:19])[CH2:2][CH2:3][CH2:4][CH2:5][CH2:6][CH2:7][CH2:8][CH2:9][CH2:10][CH2:11][CH2:12][CH2:13][CH2:14][CH2:15][CH2:16][CH2:17][CH3:18]. (7) Given the reactants [F:1][C:2]([F:19])([F:18])[C:3]1[CH:12]=[C:11]([C:13]([F:16])([F:15])[F:14])[CH:10]=[C:9]2[C:4]=1[CH:5]=[CH:6][C:7]([NH2:17])=[N:8]2.Br[CH2:21][C:22](=O)[C:23]([O:25][CH2:26][CH3:27])=[O:24], predict the reaction product. The product is: [F:19][C:2]([F:1])([F:18])[C:3]1[CH:12]=[C:11]([C:13]([F:15])([F:16])[F:14])[CH:10]=[C:9]2[C:4]=1[CH:5]=[CH:6][C:7]1[N:8]2[CH:21]=[C:22]([C:23]([O:25][CH2:26][CH3:27])=[O:24])[N:17]=1. (8) The product is: [Cl:1][C:2]1[CH:7]=[CH:6][N:5]=[C:4]2[NH:8][C:17]([CH:18]3[CH2:23][CH2:22][CH2:21][CH2:20][CH2:19]3)=[CH:16][C:3]=12. Given the reactants [Cl:1][C:2]1[CH:7]=[CH:6][N:5]=[C:4]([NH:8]C(=O)OC(C)(C)C)[C:3]=1[C:16]#[C:17][CH:18]1[CH2:23][CH2:22][CH2:21][CH2:20][CH2:19]1.CC(C)([O-])C.[K+].C1OCCOCCOCCOCCOCCOC1, predict the reaction product.